This data is from Catalyst prediction with 721,799 reactions and 888 catalyst types from USPTO. The task is: Predict which catalyst facilitates the given reaction. (1) Reactant: Cl[CH:2]([C:4]1[CH:9]=[CH:8][CH:7]=[CH:6][C:5]=1[N+:10]([O-:12])=[O:11])[CH3:3].[CH3:13][CH:14]([S-:16])[CH3:15].[Na+]. Product: [CH:14]([S:16][CH:2]([C:4]1[CH:9]=[CH:8][CH:7]=[CH:6][C:5]=1[N+:10]([O-:12])=[O:11])[CH3:3])([CH3:15])[CH3:13]. The catalyst class is: 10. (2) Reactant: [NH2:1][C:2]1[N:3]=[CH:4][C:5]([C:8]#[N:9])=[N:6][CH:7]=1.CC1(C)C2C(=C(P(C3C=CC=CC=3)C3C=CC=CC=3)C=CC=2)OC2C(P(C3C=CC=CC=3)C3C=CC=CC=3)=CC=CC1=2.C(=O)([O-])[O-].[Cs+].[Cs+].Cl[C:59]1[CH:64]=[C:63]([NH:65][CH2:66][C:67]2([F:80])[CH2:72][CH2:71][N:70]([C:73]([O:75][C:76]([CH3:79])([CH3:78])[CH3:77])=[O:74])[CH2:69][CH2:68]2)[C:62]([C:81]2[CH:86]=[CH:85][C:84]([O:87][CH3:88])=[CH:83][CH:82]=2)=[CH:61][N:60]=1. Product: [C:8]([C:5]1[N:6]=[CH:7][C:2]([NH:1][C:59]2[CH:64]=[C:63]([NH:65][CH2:66][C:67]3([F:80])[CH2:72][CH2:71][N:70]([C:73]([O:75][C:76]([CH3:79])([CH3:78])[CH3:77])=[O:74])[CH2:69][CH2:68]3)[C:62]([C:81]3[CH:86]=[CH:85][C:84]([O:87][CH3:88])=[CH:83][CH:82]=3)=[CH:61][N:60]=2)=[N:3][CH:4]=1)#[N:9]. The catalyst class is: 102. (3) The catalyst class is: 66. Reactant: [Br:1][C:2]1[CH:10]=[CH:9][C:5]([C:6]([OH:8])=O)=[C:4]([F:11])[CH:3]=1.Cl.[CH2:13]([NH2:15])[CH3:14]. Product: [Br:1][C:2]1[CH:10]=[CH:9][C:5]([C:6]([NH:15][CH2:13][CH3:14])=[O:8])=[C:4]([F:11])[CH:3]=1. (4) The catalyst class is: 3. Reactant: [CH3:1][NH:2][C:3]([NH:5][C:6](=[O:12])[O:7][C:8]([CH3:11])([CH3:10])[CH3:9])=S.[NH2:13][C@@:14]1([C:24]2[CH:29]=[CH:28][CH:27]=[CH:26][C:25]=2[F:30])[CH2:18][O:17][C@H:16]([CH3:19])[C@H:15]1[C:20]([O:22]C)=O.C(N(C(C)C)C(C)C)C.Cl.CN(C)CCCN=C=NCC. Product: [F:30][C:25]1[CH:26]=[CH:27][CH:28]=[CH:29][C:24]=1[C@:14]12[CH2:18][O:17][C@H:16]([CH3:19])[C@H:15]1[C:20](=[O:22])[N:2]([CH3:1])[C:3]([NH:5][C:6](=[O:12])[O:7][C:8]([CH3:10])([CH3:9])[CH3:11])=[N:13]2.